Dataset: Forward reaction prediction with 1.9M reactions from USPTO patents (1976-2016). Task: Predict the product of the given reaction. (1) The product is: [Cl:1][C:2]1[CH:7]=[CH:6][C:5]([C@@:8]2([O:9][CH3:10])[C@H:11]([OH:12])[C@@H:13]([OH:14])[C@H:15]([OH:16])[C:17]([CH2:19][OH:20])([CH2:61][OH:60])[O:18]2)=[CH:4][C:3]=1[CH2:32][C:33]1[CH:34]=[CH:35][C:36]([OH:39])=[CH:37][CH:38]=1. Given the reactants [Cl:1][C:2]1[CH:7]=[CH:6][C:5]([C@@:8]2([O:18][C@H:17]([CH2:19][O:20]S(C3C(Cl)=CC=CC=3Cl)(=O)=O)[C@@H:15]([OH:16])[C@H:13]([OH:14])[C@H:11]2[OH:12])[O:9][CH3:10])=[CH:4][C:3]=1[CH2:32][C:33]1[CH:38]=[CH:37][C:36]([O:39]S(C2C(Cl)=CC=CC=2Cl)(=O)=O)=[CH:35][CH:34]=1.N1C(C)=CC(C)=CC=1C.[O-:60][CH2:61]C.[Na+].C(O)C.OS([O-])=O.[Na+], predict the reaction product. (2) Given the reactants [CH3:1][O:2][C:3](=[O:21])[C:4]1[CH:9]=[CH:8][C:7]([N+:10]([O-])=O)=[C:6]([O:13][CH2:14][C:15]2[CH:20]=[CH:19][CH:18]=[CH:17][CH:16]=2)[CH:5]=1, predict the reaction product. The product is: [CH3:1][O:2][C:3](=[O:21])[C:4]1[CH:9]=[CH:8][C:7]([NH2:10])=[C:6]([O:13][CH2:14][C:15]2[CH:16]=[CH:17][CH:18]=[CH:19][CH:20]=2)[CH:5]=1. (3) The product is: [CH3:14][C:15]1([CH3:31])[C:19]([CH3:21])([CH3:20])[O:18][B:17]([C:2]2[CH:3]=[C:4]([CH:7]=[C:8]([C:10]([F:13])([F:12])[F:11])[CH:9]=2)[C:5]#[N:6])[O:16]1. Given the reactants Br[C:2]1[CH:3]=[C:4]([CH:7]=[C:8]([C:10]([F:13])([F:12])[F:11])[CH:9]=1)[C:5]#[N:6].[CH3:14][C:15]1([CH3:31])[C:19]([CH3:21])([CH3:20])[O:18][B:17]([B:17]2[O:18][C:19]([CH3:21])([CH3:20])[C:15]([CH3:31])([CH3:14])[O:16]2)[O:16]1.C([O-])(=O)C.[K+], predict the reaction product. (4) Given the reactants [C:1]([C:3]1[CH:4]=[N:5][N:6]2[C:11]([C:12]([F:15])([F:14])[F:13])=[CH:10][C:9]([C:16]3[CH:21]=[CH:20][C:19]([C:22]([F:25])([F:24])[F:23])=[CH:18][CH:17]=3)=[N:8][C:7]=12)#[CH:2].Br[C:27]1[CH:28]=[CH:29][C:30]([O:42][CH3:43])=[C:31]([S:33]([NH:36][C:37]([CH3:41])([CH3:40])[CH2:38][OH:39])(=[O:35])=[O:34])[CH:32]=1, predict the reaction product. The product is: [OH:39][CH2:38][C:37]([NH:36][S:33]([C:31]1[CH:32]=[C:27]([C:2]#[C:1][C:3]2[CH:4]=[N:5][N:6]3[C:11]([C:12]([F:14])([F:13])[F:15])=[CH:10][C:9]([C:16]4[CH:21]=[CH:20][C:19]([C:22]([F:25])([F:24])[F:23])=[CH:18][CH:17]=4)=[N:8][C:7]=23)[CH:28]=[CH:29][C:30]=1[O:42][CH3:43])(=[O:35])=[O:34])([CH3:41])[CH3:40]. (5) Given the reactants OC1C(=O)N=C(CC2(C3C4C(=CC=CC=4)C=CC=3)CCCC2)N2CCNC(=O)C=12.C([O:37][C:38]1[C:43](=[O:44])[N:42]=[C:41]([CH2:45][C:46]2([C:51]3[C:60]4[C:55](=[CH:56][CH:57]=[CH:58][CH:59]=4)[CH:54]=[CH:53][CH:52]=3)[CH2:50][CH2:49][CH2:48][CH2:47]2)[N:40]2[CH2:61][CH2:62][N:63]([CH:66]3[CH2:68][CH2:67]3)[C:64](=[O:65])[C:39]=12)C1C=CC=CC=1, predict the reaction product. The product is: [CH:66]1([N:63]2[CH2:62][CH2:61][N:40]3[C:41]([CH2:45][C:46]4([C:51]5[C:60]6[C:55](=[CH:56][CH:57]=[CH:58][CH:59]=6)[CH:54]=[CH:53][CH:52]=5)[CH2:47][CH2:48][CH2:49][CH2:50]4)=[N:42][C:43](=[O:44])[C:38]([OH:37])=[C:39]3[C:64]2=[O:65])[CH2:67][CH2:68]1. (6) The product is: [Cl:1][CH2:2][CH2:3][CH2:4][CH2:5][CH2:6]/[CH:7]=[CH:8]\[CH2:9][CH2:10]/[CH:11]=[CH:12]\[CH:13]=[CH:15]\[CH2:16][CH3:17]. Given the reactants [Cl:1][CH2:2][CH2:3]/[CH:4]=[CH:5]\[CH2:6][CH2:7]/[CH:8]=[CH:9]\[CH:10]=[CH:11]\[CH2:12][CH3:13].Br[CH2:15][CH2:16][CH2:17]Cl, predict the reaction product. (7) Given the reactants [O:1]1[CH:5]=[CH:4][CH:3]=[C:2]1[C:6]1[CH:11]=[C:10]([S:12][CH3:13])[N:9]=[C:8]([NH2:14])[N:7]=1.[I:15]N1C(=O)CCC1=O, predict the reaction product. The product is: [O:1]1[CH:5]=[CH:4][CH:3]=[C:2]1[C:6]1[C:11]([I:15])=[C:10]([S:12][CH3:13])[N:9]=[C:8]([NH2:14])[N:7]=1. (8) Given the reactants C(N(C(C)C)C(C)C)C.[NH2:10][CH2:11][C:12]1([C:18]([NH:20][C:21]2[CH:26]=[CH:25][CH:24]=[CH:23][N:22]=2)=[O:19])[CH2:17][CH2:16][NH:15][CH2:14][CH2:13]1.Cl[C:28]1[C:29]2[CH:36]=[CH:35][NH:34][C:30]=2[N:31]=[CH:32][N:33]=1, predict the reaction product. The product is: [NH2:10][CH2:11][C:12]1([C:18]([NH:20][C:21]2[CH:26]=[CH:25][CH:24]=[CH:23][N:22]=2)=[O:19])[CH2:17][CH2:16][N:15]([C:28]2[C:29]3[CH:36]=[CH:35][NH:34][C:30]=3[N:31]=[CH:32][N:33]=2)[CH2:14][CH2:13]1. (9) Given the reactants C[O:2][C:3]([CH:5]1[CH2:10][CH2:9][N:8]([C:11]2[C:16]([Cl:17])=[CH:15][CH:14]=[CH:13][N:12]=2)[CH2:7][CH2:6]1)=[O:4].[OH-].[Na+], predict the reaction product. The product is: [Cl:17][C:16]1[C:11]([N:8]2[CH2:9][CH2:10][CH:5]([C:3]([OH:4])=[O:2])[CH2:6][CH2:7]2)=[N:12][CH:13]=[CH:14][CH:15]=1.